Dataset: Catalyst prediction with 721,799 reactions and 888 catalyst types from USPTO. Task: Predict which catalyst facilitates the given reaction. Product: [C:29]([C:26]1[CH:27]=[CH:28][C:23]([O:22][CH2:21][CH2:20][CH2:19][C:16]2[CH:17]=[CH:18][C:13]([O:12][CH2:11][CH2:10][CH2:9][CH2:8][O:7][CH:1]3[CH2:6][CH2:5][CH2:4][CH2:3][CH2:2]3)=[CH:14][CH:15]=2)=[C:24]([CH2:34][C:35]([N:37]2[CH2:38][CH:39]([C:41]([OH:43])=[O:42])[CH2:40]2)=[O:36])[CH:25]=1)([OH:31])=[O:30]. The catalyst class is: 5. Reactant: [CH:1]1([O:7][CH2:8][CH2:9][CH2:10][CH2:11][O:12][C:13]2[CH:18]=[CH:17][C:16]([CH2:19][CH2:20][CH2:21][O:22][C:23]3[CH:28]=[CH:27][C:26]([C:29]([O:31]CC)=[O:30])=[CH:25][C:24]=3[CH2:34][C:35]([N:37]3[CH2:40][CH:39]([C:41]([O:43]C)=[O:42])[CH2:38]3)=[O:36])=[CH:15][CH:14]=2)[CH2:6][CH2:5][CH2:4][CH2:3][CH2:2]1.[OH-].[Na+].O1CCCC1.